From a dataset of Forward reaction prediction with 1.9M reactions from USPTO patents (1976-2016). Predict the product of the given reaction. (1) Given the reactants Cl[C:2]1[N:7]=[C:6]([N:8]([CH2:18][CH3:19])CC2C=CC(OC)=CC=2)[C:5]2=[N:20][CH:21]=[C:22]([C:23]#[N:24])[N:4]2[N:3]=1.[NH2:25][C:26]1[CH:27]=[C:28]([CH:31]=[C:32]([N:35]2[CH2:40][C@@H:39]3[CH2:41][C@H:36]2[CH2:37][N:38]3[CH3:42])[C:33]=1[Cl:34])[C:29]#[N:30].P([O-])([O-])([O-])=O.[K+].[K+].[K+], predict the reaction product. The product is: [Cl:34][C:33]1[C:32]([N:35]2[CH2:40][C@@H:39]3[CH2:41][C@H:36]2[CH2:37][N:38]3[CH3:42])=[CH:31][C:28]([C:29]#[N:30])=[CH:27][C:26]=1[NH:25][C:2]1[N:7]=[C:6]([NH:8][CH2:18][CH3:19])[C:5]2=[N:20][CH:21]=[C:22]([C:23]#[N:24])[N:4]2[N:3]=1. (2) Given the reactants [C:1](=[C:4]1[CH:11]2[CH:12]=[CH:13][CH:5]1[CH:6]1[CH:10]2[C:9](=[O:14])[CH:8]([C:15]2[C:20]([CH3:21])=[CH:19][C:18]([CH3:22])=[CH:17][C:16]=2[CH3:23])[C:7]1=[O:24])([CH3:3])[CH3:2], predict the reaction product. The product is: [C:1](=[C:4]1[CH:5]2[CH2:13][CH2:12][CH:11]1[CH:10]1[CH:6]2[C:7](=[O:24])[CH:8]([C:15]2[C:16]([CH3:23])=[CH:17][C:18]([CH3:22])=[CH:19][C:20]=2[CH3:21])[C:9]1=[O:14])([CH3:3])[CH3:2].